From a dataset of Catalyst prediction with 721,799 reactions and 888 catalyst types from USPTO. Predict which catalyst facilitates the given reaction. (1) Reactant: [Cl:1][C:2]1[CH:3]=[C:4]2[C:9](=[C:10]([Cl:12])[CH:11]=1)[CH2:8][N:7]([CH3:13])[CH2:6][C@H:5]2[C:14]1[CH:15]=[C:16]([S:20]([NH:23][CH2:24][CH2:25][O:26][CH2:27][CH2:28][O:29][CH2:30][CH2:31][N:32]([CH3:45])S(C2C=CC=CC=2[N+]([O-])=O)(=O)=O)(=[O:22])=[O:21])[CH:17]=[CH:18][CH:19]=1.C([O-])([O-])=O.[K+].[K+].C1(S)C=CC=CC=1. Product: [Cl:1][C:2]1[CH:3]=[C:4]2[C:9](=[C:10]([Cl:12])[CH:11]=1)[CH2:8][N:7]([CH3:13])[CH2:6][C@H:5]2[C:14]1[CH:15]=[C:16]([S:20]([NH:23][CH2:24][CH2:25][O:26][CH2:27][CH2:28][O:29][CH2:30][CH2:31][NH:32][CH3:45])(=[O:21])=[O:22])[CH:17]=[CH:18][CH:19]=1. The catalyst class is: 215. (2) Reactant: [Br:1][C:2]1[CH:3]=[C:4]2[C:9](=[CH:10][CH:11]=1)[C:8](=[O:12])[NH:7][C:6](=[O:13])[CH2:5]2.[CH:14](OC)(OC)[O:15][CH3:16].C(OC(=O)C)(=O)C. Product: [Br:1][C:2]1[CH:3]=[C:4]2[C:9](=[CH:10][CH:11]=1)[C:8](=[O:12])[NH:7][C:6](=[O:13])[C:5]2=[CH:14][O:15][CH3:16]. The catalyst class is: 9. (3) Reactant: [O:1]1[C:5]2([CH2:10][CH2:9][N:8]([C:11]3[CH:16]=[CH:15][C:14]([N:17]4[CH2:21][C@H:20]([CH2:22][NH:23][C:24](=O)[CH3:25])[O:19][C:18]4=[O:27])=[CH:13][C:12]=3[F:28])[CH2:7][CH2:6]2)[O:4][CH2:3][CH2:2]1.COC1C=CC(P2(SP(C3C=CC(OC)=CC=3)(=S)S2)=[S:38])=CC=1. Product: [O:1]1[C:5]2([CH2:10][CH2:9][N:8]([C:11]3[CH:16]=[CH:15][C:14]([N:17]4[CH2:21][C@H:20]([CH2:22][NH:23][C:24](=[S:38])[CH3:25])[O:19][C:18]4=[O:27])=[CH:13][C:12]=3[F:28])[CH2:7][CH2:6]2)[O:4][CH2:3][CH2:2]1. The catalyst class is: 12. (4) Product: [CH3:9][N:3]1[CH:4]=[CH:5][C:6](=[O:7])[O:1][C:2]1=[O:8]. The catalyst class is: 21. Reactant: [O:1]1[C:6](=[O:7])[CH:5]=[CH:4][NH:3][C:2]1=[O:8].[C:9](=O)([O-])[O-].[K+].[K+].CI. (5) Reactant: [C@H:1]12[CH2:7][C@H:4]([NH:5][CH2:6]1)[CH2:3][N:2]2[C:8]([O:10][C:11]([CH3:14])([CH3:13])[CH3:12])=[O:9].[Cl:15][C:16]1[N:17]=[N:18][C:19](Cl)=[CH:20][CH:21]=1.C(N(CC)CC)C. Product: [Cl:15][C:16]1[N:17]=[N:18][C:19]([N:5]2[CH2:6][C@@H:1]3[CH2:7][C@H:4]2[CH2:3][N:2]3[C:8]([O:10][C:11]([CH3:14])([CH3:13])[CH3:12])=[O:9])=[CH:20][CH:21]=1. The catalyst class is: 11. (6) Reactant: [F:1][C:2]1[CH:7]=[CH:6][C:5]([C:8]2[C:19]([C:20]3[CH:25]=[CH:24][C:23](=[O:26])[N:22]([C:27]4[CH:32]=[CH:31][CH:30]=[CH:29][C:28]=4[CH3:33])[N:21]=3)=[C:11]3[NH:12][CH2:13][CH:14]([CH:16]=[N:17]O)[CH2:15][N:10]3[N:9]=2)=[CH:4][CH:3]=1.O. Product: [F:1][C:2]1[CH:3]=[CH:4][C:5]([C:8]2[C:19]([C:20]3[CH:25]=[CH:24][C:23](=[O:26])[N:22]([C:27]4[CH:32]=[CH:31][CH:30]=[CH:29][C:28]=4[CH3:33])[N:21]=3)=[C:11]3[NH:12][CH2:13][CH:14]([C:16]#[N:17])[CH2:15][N:10]3[N:9]=2)=[CH:6][CH:7]=1. The catalyst class is: 106. (7) Reactant: [H-].[H-].[H-].[H-].[Li+].[Al+3].C([O:10][CH2:11][C:12]([C@@H:14]1[C@:30]2([CH3:31])[CH:17]([CH:18]3[CH:27]([CH2:28][CH2:29]2)[C@:26]2([CH3:32])[C:21]([CH2:22][C@@H:23]([O:33][Si:34]([C:47]([CH3:50])([CH3:49])[CH3:48])([C:41]4[CH:46]=[CH:45][CH:44]=[CH:43][CH:42]=4)[C:35]4[CH:40]=[CH:39][CH:38]=[CH:37][CH:36]=4)[CH2:24][CH2:25]2)=[CH:20][CH2:19]3)[CH2:16][CH2:15]1)=[O:13])(=O)C. Product: [Si:34]([O:33][C@@H:23]1[CH2:22][C:21]2[C@@:26]([CH3:32])([CH:27]3[CH:18]([CH2:19][CH:20]=2)[CH:17]2[C@@:30]([CH3:31])([C@@H:14]([CH:12]([OH:13])[CH2:11][OH:10])[CH2:15][CH2:16]2)[CH2:29][CH2:28]3)[CH2:25][CH2:24]1)([C:47]([CH3:50])([CH3:49])[CH3:48])([C:41]1[CH:42]=[CH:43][CH:44]=[CH:45][CH:46]=1)[C:35]1[CH:36]=[CH:37][CH:38]=[CH:39][CH:40]=1. The catalyst class is: 1.